This data is from Full USPTO retrosynthesis dataset with 1.9M reactions from patents (1976-2016). The task is: Predict the reactants needed to synthesize the given product. Given the product [CH2:1]([O:5][CH2:6][CH2:7][O:8][C:9]1[CH:10]=[CH:11][C:12]([C:15]2[CH:16]=[CH:17][C:18]3[N:24]([CH2:25][CH2:26][CH3:27])[CH2:23][CH2:22][C:21]([C:28]([NH:30][C:31]4[CH:36]=[CH:35][C:34]([S:37]([CH2:38][C:39]5[CH:40]=[N:41][CH:42]=[CH:43][CH:44]=5)=[O:56])=[C:33]([O:45][CH3:46])[CH:32]=4)=[O:29])=[CH:20][C:19]=3[CH:47]=2)=[CH:13][CH:14]=1)[CH2:2][CH2:3][CH3:4], predict the reactants needed to synthesize it. The reactants are: [CH2:1]([O:5][CH2:6][CH2:7][O:8][C:9]1[CH:14]=[CH:13][C:12]([C:15]2[CH:16]=[CH:17][C:18]3[N:24]([CH2:25][CH2:26][CH3:27])[CH2:23][CH2:22][C:21]([C:28]([NH:30][C:31]4[CH:36]=[CH:35][C:34]([S:37][CH2:38][C:39]5[CH:40]=[N:41][CH:42]=[CH:43][CH:44]=5)=[C:33]([O:45][CH3:46])[CH:32]=4)=[O:29])=[CH:20][C:19]=3[CH:47]=2)=[CH:11][CH:10]=1)[CH2:2][CH2:3][CH3:4].ClC1C=CC=C(C(OO)=[O:56])C=1.S([O-])([O-])(=O)=S.[Na+].[Na+].